Dataset: Catalyst prediction with 721,799 reactions and 888 catalyst types from USPTO. Task: Predict which catalyst facilitates the given reaction. (1) Reactant: [N:1]1([CH2:7][CH2:8][NH:9][C:10]2[C:18]3[O:17][CH:16]=[CH:15][C:14]=3[CH:13]=[C:12]([NH2:19])[CH:11]=2)[CH2:6][CH2:5][O:4][CH2:3][CH2:2]1.C(N(CC)CC)C.[C:27]1([S:33]([Cl:36])(=[O:35])=[O:34])[CH:32]=[CH:31][CH:30]=[CH:29][CH:28]=1. Product: [ClH:36].[N:1]1([CH2:7][CH2:8][NH:9][C:10]2[C:18]3[O:17][CH:16]=[CH:15][C:14]=3[CH:13]=[C:12]([NH:19][S:33]([C:27]3[CH:32]=[CH:31][CH:30]=[CH:29][CH:28]=3)(=[O:35])=[O:34])[CH:11]=2)[CH2:6][CH2:5][O:4][CH2:3][CH2:2]1. The catalyst class is: 4. (2) Reactant: C([O:3][C:4]([C:6]1[CH:15]=[C:14]([O:16][CH2:17][C:18]([N:20]2[CH2:24][CH2:23][CH2:22][C@H:21]2[C:25](=[O:31])[NH:26][CH:27]2[CH2:30][CH2:29][CH2:28]2)=[O:19])[C:13]2[C:8](=[CH:9][CH:10]=[CH:11][CH:12]=2)[N:7]=1)=[O:5])C.[OH-].[Na+].Cl. Product: [CH:27]1([NH:26][C:25]([C@@H:21]2[CH2:22][CH2:23][CH2:24][N:20]2[C:18](=[O:19])[CH2:17][O:16][C:14]2[C:13]3[C:8](=[CH:9][CH:10]=[CH:11][CH:12]=3)[N:7]=[C:6]([C:4]([OH:5])=[O:3])[CH:15]=2)=[O:31])[CH2:28][CH2:29][CH2:30]1. The catalyst class is: 1. (3) Reactant: [CH2:1]([N:8]([CH2:14]OC)[CH2:9][Si](C)(C)C)[C:2]1[CH:7]=[CH:6][CH:5]=[CH:4][CH:3]=1.[C:17]([O:21][CH3:22])(=[O:20])[C:18]#[CH:19].FC(F)(F)C(O)=O. Product: [CH2:1]([N:8]1[CH2:9][CH:19]=[C:18]([C:17]([O:21][CH3:22])=[O:20])[CH2:14]1)[C:2]1[CH:3]=[CH:4][CH:5]=[CH:6][CH:7]=1. The catalyst class is: 4. (4) Reactant: [CH3:1][O:2][C:3]([CH:5]1[CH2:9][CH2:8][CH2:7][NH:6]1)=[O:4].C=O.[C:12]([BH3-])#N.[Na+]. Product: [CH3:12][N:6]1[CH2:7][CH2:8][CH2:9][CH:5]1[C:3]([O:2][CH3:1])=[O:4]. The catalyst class is: 5. (5) Reactant: [OH:1][CH:2]([C:6]1[CH:11]=[CH:10][C:9]([C:12]2[N:16]=[C:15]([C:17]3[O:21][N:20]=[C:19]([C:22]4[CH:27]=[CH:26][CH:25]=[CH:24][CH:23]=4)[C:18]=3[C:28]([F:31])([F:30])[F:29])[O:14][N:13]=2)=[CH:8][CH:7]=1)[C:3](O)=[O:4].CN1CCOCC1.[NH2:39][CH2:40][C:41]([O:43][C:44]([CH3:47])([CH3:46])[CH3:45])=[O:42].CN(C(ON1N=NC2C=CC=NC1=2)=[N+](C)C)C.F[P-](F)(F)(F)(F)F. Product: [OH:1][CH:2]([C:6]1[CH:7]=[CH:8][C:9]([C:12]2[N:16]=[C:15]([C:17]3[O:21][N:20]=[C:19]([C:22]4[CH:23]=[CH:24][CH:25]=[CH:26][CH:27]=4)[C:18]=3[C:28]([F:31])([F:30])[F:29])[O:14][N:13]=2)=[CH:10][CH:11]=1)[C:3]([NH:39][CH2:40][C:41]([O:43][C:44]([CH3:47])([CH3:46])[CH3:45])=[O:42])=[O:4]. The catalyst class is: 31.